From a dataset of Forward reaction prediction with 1.9M reactions from USPTO patents (1976-2016). Predict the product of the given reaction. Given the reactants [F:1][C:2]([F:37])([F:36])[C:3]1[CH:35]=[CH:34][C:6]2[NH:7][C:8]([C:10]3[CH:11]=[CH:12][C:13]([N:16]4[CH2:21][CH2:20][CH:19]([O:22][C@@H:23]5[CH2:28][CH2:27][C@H:26]([C:29]([O:31]CC)=[O:30])[CH2:25][CH2:24]5)[CH2:18][CH2:17]4)=[N:14][CH:15]=3)=[N:9][C:5]=2[CH:4]=1.[OH2:38].[OH-:39].[Li+], predict the reaction product. The product is: [C:3]([OH:39])([C:2]([F:37])([F:36])[F:1])=[O:38].[F:37][C:2]([F:1])([F:36])[C:3]1[CH:35]=[CH:34][C:6]2[NH:7][C:8]([C:10]3[CH:11]=[CH:12][C:13]([N:16]4[CH2:21][CH2:20][CH:19]([O:22][C@@H:23]5[CH2:24][CH2:25][C@H:26]([C:29]([OH:31])=[O:30])[CH2:27][CH2:28]5)[CH2:18][CH2:17]4)=[N:14][CH:15]=3)=[N:9][C:5]=2[CH:4]=1.